From a dataset of Catalyst prediction with 721,799 reactions and 888 catalyst types from USPTO. Predict which catalyst facilitates the given reaction. (1) Reactant: [F:1][C:2]1[CH:7]=[CH:6][C:5]([C:8]2[C:13]([C:14]3[CH:19]=[CH:18][N:17]=[CH:16][CH:15]=3)=[C:12]([C:20]3[CH:25]=[CH:24][C:23]([F:26])=[CH:22][CH:21]=3)[N:11]=[C:10]3[NH:27][N:28]=[CH:29][C:9]=23)=[CH:4][CH:3]=1.[OH-].[K+].I[CH2:33][CH3:34].O. Product: [CH2:33]([N:28]1[CH:29]=[C:9]2[C:10]([N:11]=[C:12]([C:20]3[CH:25]=[CH:24][C:23]([F:26])=[CH:22][CH:21]=3)[C:13]([C:14]3[CH:15]=[CH:16][N:17]=[CH:18][CH:19]=3)=[C:8]2[C:5]2[CH:6]=[CH:7][C:2]([F:1])=[CH:3][CH:4]=2)=[N:27]1)[CH3:34].[CH2:33]([N:27]1[C:10]2=[N:11][C:12]([C:20]3[CH:25]=[CH:24][C:23]([F:26])=[CH:22][CH:21]=3)=[C:13]([C:14]3[CH:15]=[CH:16][N:17]=[CH:18][CH:19]=3)[C:8]([C:5]3[CH:6]=[CH:7][C:2]([F:1])=[CH:3][CH:4]=3)=[C:9]2[CH:29]=[N:28]1)[CH3:34]. The catalyst class is: 260. (2) Reactant: [C:1]([C:3]1[CH:23]=[C:22]([C:24]2[N:29]=[C:28]([NH:30][C:31]3[CH:36]=[CH:35][C:34]([N:37]4[CH2:42][CH2:41][N:40]([CH:43]5[CH2:46][O:45][CH2:44]5)[CH2:39][CH2:38]4)=[C:33]([O:47][CH3:48])[CH:32]=3)[N:27]=[CH:26][N:25]=2)[CH:21]=[CH:20][C:4]=1[O:5][C@H:6]1[CH2:11][CH2:10][N:9](C(OC(C)(C)C)=O)[CH2:8][C@H:7]1[F:19])#[N:2].FC(F)(F)C(O)=O. Product: [F:19][C@H:7]1[C@@H:6]([O:5][C:4]2[CH:20]=[CH:21][C:22]([C:24]3[N:29]=[C:28]([NH:30][C:31]4[CH:36]=[CH:35][C:34]([N:37]5[CH2:42][CH2:41][N:40]([CH:43]6[CH2:46][O:45][CH2:44]6)[CH2:39][CH2:38]5)=[C:33]([O:47][CH3:48])[CH:32]=4)[N:27]=[CH:26][N:25]=3)=[CH:23][C:3]=2[C:1]#[N:2])[CH2:11][CH2:10][NH:9][CH2:8]1. The catalyst class is: 4. (3) The catalyst class is: 88. Product: [F:6][C:7]1[CH:12]=[CH:11][CH:10]=[C:9]([N+:13]([O-:15])=[O:14])[C:8]=1[CH2:16][C:17](=[O:23])[C:18]([OH:20])=[O:19]. Reactant: [Na].[O-]CC.[Na+].[F:6][C:7]1[CH:12]=[CH:11][CH:10]=[C:9]([N+:13]([O-:15])=[O:14])[C:8]=1[CH3:16].[C:17](OCC)(=[O:23])[C:18]([O:20]CC)=[O:19]. (4) Reactant: [F:1][CH2:2][CH2:3][NH:4][C:5]([N:7]1[C:15]2[C:10](=[CH:11][C:12]([O:16][C:17]3[CH:22]=[CH:21][N:20]=[C:19]([NH:23][C:24]([CH:26]4[CH2:31][CH2:30][N:29](C(OC(C)(C)C)=O)[CH2:28][CH2:27]4)=[O:25])[CH:18]=3)=[CH:13][CH:14]=2)[CH:9]=[CH:8]1)=[O:6].C(OCC)(=O)C.[Na]. Product: [F:1][CH2:2][CH2:3][NH:4][C:5]([N:7]1[C:15]2[C:10](=[CH:11][C:12]([O:16][C:17]3[CH:22]=[CH:21][N:20]=[C:19]([NH:23][C:24]([CH:26]4[CH2:27][CH2:28][NH:29][CH2:30][CH2:31]4)=[O:25])[CH:18]=3)=[CH:13][CH:14]=2)[CH:9]=[CH:8]1)=[O:6]. The catalyst class is: 55. (5) Reactant: [Br:1][C:2]1[CH:3]=[C:4]2[C:8](=[CH:9][CH:10]=1)[N:7](C1CCCCO1)[N:6]=[CH:5]2.C(O)(=O)C.[B-](F)(F)(F)[F:22].[B-](F)(F)(F)F.C1[N+]2(CCl)CC[N+](F)(CC2)C1.C(#N)C. Product: [Br:1][C:2]1[CH:3]=[C:4]2[C:8](=[CH:9][CH:10]=1)[NH:7][N:6]=[C:5]2[F:22]. The catalyst class is: 13. (6) Product: [C:20]([O:19][C:17]([N:5]1[CH2:6][C:7](=[O:8])[NH:2][C:3](=[O:9])[CH2:4]1)=[O:18])([CH3:23])([CH3:22])[CH3:21]. The catalyst class is: 571. Reactant: Cl.[NH:2]1[C:7](=[O:8])[CH2:6][NH:5][CH2:4][C:3]1=[O:9].CO.CN(C)C=O.[C:17](O[C:17]([O:19][C:20]([CH3:23])([CH3:22])[CH3:21])=[O:18])([O:19][C:20]([CH3:23])([CH3:22])[CH3:21])=[O:18]. (7) Reactant: [C:1]([O:5][C:6]([NH:8][C@H:9]1[CH2:14][CH2:13][CH2:12][CH2:11][C@H:10]1[NH:15][C:16]1[N:21]=[C:20](Cl)[C:19]2[C:23](=[O:33])[N:24]([C:26]([O:28][C:29]([CH3:32])([CH3:31])[CH3:30])=[O:27])[CH2:25][C:18]=2[C:17]=1[F:34])=[O:7])([CH3:4])([CH3:3])[CH3:2].[CH3:35][N:36]1[CH:40]=[C:39](B2OC(C)(C)C(C)(C)O2)[CH:38]=[N:37]1.C(=O)([O-])[O-].[K+].[K+].CC(N(C)C)=O. Product: [C:1]([O:5][C:6]([NH:8][C@H:9]1[CH2:14][CH2:13][CH2:12][CH2:11][C@H:10]1[NH:15][C:16]1[N:21]=[C:20]([C:39]2[CH:38]=[N:37][N:36]([CH3:35])[CH:40]=2)[C:19]2[C:23](=[O:33])[N:24]([C:26]([O:28][C:29]([CH3:32])([CH3:31])[CH3:30])=[O:27])[CH2:25][C:18]=2[C:17]=1[F:34])=[O:7])([CH3:4])([CH3:3])[CH3:2]. The catalyst class is: 6.